Dataset: Catalyst prediction with 721,799 reactions and 888 catalyst types from USPTO. Task: Predict which catalyst facilitates the given reaction. (1) Reactant: [N+:1]([C:4]1[CH:9]=[CH:8][C:7]([CH:10]2[CH2:15][CH2:14][NH:13][CH2:12][CH2:11]2)=[CH:6][CH:5]=1)([O-:3])=[O:2].[BH3-][C:17]#N.[Na+].[CH3:20][C:21](O)=O. Product: [CH:21]1([N:13]2[CH2:12][CH2:11][CH:10]([C:7]3[CH:8]=[CH:9][C:4]([N+:1]([O-:3])=[O:2])=[CH:5][CH:6]=3)[CH2:15][CH2:14]2)[CH2:20][CH2:17]1. The catalyst class is: 5. (2) Reactant: C([O-])(=O)C.[O:5]=[C:6]1[C@@H:9]([NH3+:10])[CH2:8][NH:7]1.CCN(C(C)C)C(C)C.[C:20]1([CH2:26][CH2:27][CH2:28][CH2:29][O:30][C:31](N2C=CC=CC2=O)=[O:32])[CH:25]=[CH:24][CH:23]=[CH:22][CH:21]=1. Product: [C:20]1([CH2:26][CH2:27][CH2:28][CH2:29][O:30][C:31](=[O:32])[NH:10][C@H:9]2[CH2:8][NH:7][C:6]2=[O:5])[CH:25]=[CH:24][CH:23]=[CH:22][CH:21]=1. The catalyst class is: 2. (3) Reactant: [Br:1][C:2]1[C:10]2[C:6](=[CH:7][N:8]([CH3:11])[N:9]=2)[CH:5]=[CH:4][CH:3]=1.C([N-]C(C)C)(C)C.[Li+].CN(C)[CH:22]=[O:23]. Product: [Br:1][C:2]1[C:10]2[C:6](=[C:7]([CH:22]=[O:23])[N:8]([CH3:11])[N:9]=2)[CH:5]=[CH:4][CH:3]=1. The catalyst class is: 1. (4) Reactant: [OH:1][C:2]1[C:7]([CH:8]=[C:9]([CH3:11])[CH3:10])=[N:6][N:5]([CH2:12][CH2:13][CH:14]([CH3:16])[CH3:15])[C:4](=[O:17])[C:3]=1[C:18]1[NH:23][C:22]2[CH:24]=[CH:25][C:26](I)=[CH:27][C:21]=2[S:20](=[O:30])(=[O:29])[N:19]=1.N(CC(O)=O)C.[CH3:37][S:38]([NH2:41])(=[O:40])=[O:39].P([O-])([O-])([O-])=O.[K+].[K+].[K+]. Product: [OH:1][C:2]1[C:7]([CH:8]=[C:9]([CH3:11])[CH3:10])=[N:6][N:5]([CH2:12][CH2:13][CH:14]([CH3:16])[CH3:15])[C:4](=[O:17])[C:3]=1[C:18]1[NH:23][C:22]2[CH:24]=[CH:25][C:26]([NH:41][S:38]([CH3:37])(=[O:40])=[O:39])=[CH:27][C:21]=2[S:20](=[O:30])(=[O:29])[N:19]=1. The catalyst class is: 471. (5) Reactant: [Cl:1][C:2]1[N:3]=[CH:4][NH:5][C:6]=1[Cl:7].[OH-].[K+].Br[CH2:11][C:12]1[CH:25]=[CH:24][C:23]2[C:22](=[O:26])[C:21]3[C:16](=[CH:17][CH:18]=[CH:19][CH:20]=3)[C:15](=[O:27])[C:14]=2[CH:13]=1. Product: [CH3:11][C:12]1[CH:25]=[CH:24][C:23]2[C:22](=[O:26])[C:21]3[C:16](=[CH:17][CH:18]=[CH:19][CH:20]=3)[C:15](=[O:27])[C:14]=2[C:13]=1[N:3]1[C:2]([Cl:1])=[C:6]([Cl:7])[N:5]=[CH:4]1. The catalyst class is: 10. (6) Reactant: Br[C:2]1[CH:12]=[C:11]([CH3:13])[C:5]2[N:6]=[C:7]([NH2:10])[N:8]=[N:9][C:4]=2[CH:3]=1.Br[C:15]1[CH:20]=[CH:19][C:18]([C:21]2([C:24]#[N:25])[CH2:23][CH2:22]2)=[CH:17][CH:16]=1.C1C=CC(P([C:39]2[C:48]([C:49]3C(P(C4C=CC=CC=4)C4C=CC=CC=4)=CC=C4C=3C=CC=C4)=[C:47]3[C:42]([CH:43]=CC=C3)=[CH:41][CH:40]=2)C2C=CC=CC=2)=CC=1.CC([O-])(C)C.[K+]. Product: [CH3:43][C:42]1[CH:41]=[CH:40][CH:39]=[C:48]([CH3:49])[C:47]=1[C:2]1[CH:12]=[C:11]([CH3:13])[C:5]2[N:6]=[C:7]([NH:10][C:15]3[CH:20]=[CH:19][C:18]([C:21]4([C:24]#[N:25])[CH2:23][CH2:22]4)=[CH:17][CH:16]=3)[N:8]=[N:9][C:4]=2[CH:3]=1. The catalyst class is: 11. (7) Reactant: [Cl:1][C:2]1[CH:32]=[C:31]([S:33]([CH3:36])(=[O:35])=[O:34])[CH:30]=[CH:29][C:3]=1[C:4]([C:6]1[C:7]2[C:14]([F:15])=[CH:13][N:12]([CH:16]3[CH2:21][CH2:20][N:19]([C:22]([O:24][C:25]([CH3:28])([CH3:27])[CH3:26])=[O:23])[CH2:18][CH2:17]3)[C:8]=2[N:9]=[CH:10][N:11]=1)=[O:5].[BH4-].[Na+].O. Product: [Cl:1][C:2]1[CH:32]=[C:31]([S:33]([CH3:36])(=[O:34])=[O:35])[CH:30]=[CH:29][C:3]=1[CH:4]([C:6]1[C:7]2[C:14]([F:15])=[CH:13][N:12]([CH:16]3[CH2:21][CH2:20][N:19]([C:22]([O:24][C:25]([CH3:28])([CH3:27])[CH3:26])=[O:23])[CH2:18][CH2:17]3)[C:8]=2[N:9]=[CH:10][N:11]=1)[OH:5]. The catalyst class is: 5.